This data is from Full USPTO retrosynthesis dataset with 1.9M reactions from patents (1976-2016). The task is: Predict the reactants needed to synthesize the given product. (1) Given the product [N:31]1[C:40]2[C:35](=[CH:36][CH:37]=[CH:38][CH:39]=2)[N:34]=[CH:33][C:32]=1[NH:41][C:17]([CH:14]1[CH2:13][CH2:12][N:11]([C:3]2[CH:2]=[N:1][C:10]3[C:5]([CH:4]=2)=[CH:6][CH:7]=[CH:8][CH:9]=3)[CH2:16][CH2:15]1)=[O:19], predict the reactants needed to synthesize it. The reactants are: [N:1]1[C:10]2[C:5](=[CH:6][CH:7]=[CH:8][CH:9]=2)[CH:4]=[C:3]([N:11]2[CH2:16][CH2:15][CH:14]([C:17]([OH:19])=O)[CH2:13][CH2:12]2)[CH:2]=1.BrC1C=NC2C(C=1)=CC=CC=2.[N:31]1[C:40]2[C:35](=[CH:36][CH:37]=[CH:38][CH:39]=2)[N:34]=[CH:33][C:32]=1[NH2:41]. (2) Given the product [F:49][C:45]1([F:48])[CH2:46][CH2:47][CH:42]([C@H:14]([NH:13][C:12](=[O:50])[C@@H:9]([NH:7][CH3:6])[CH2:10][CH3:11])[C:15]([N:17]2[C@H:22]([C:23]([NH:24][C@H:25]3[C:34]4[C:29](=[CH:30][CH:31]=[CH:32][CH:33]=4)[O:28][CH2:27][CH2:26]3)=[O:35])[CH2:21][N:20]3[CH2:36][C@H:37]([O:39][CH2:40][CH3:41])[CH2:38][C@@H:19]3[CH2:18]2)=[O:16])[CH2:43][CH2:44]1, predict the reactants needed to synthesize it. The reactants are: C(O[C:6](=O)[N:7]([C@H:9]([C:12](=[O:50])[NH:13][C@@H:14]([CH:42]1[CH2:47][CH2:46][C:45]([F:49])([F:48])[CH2:44][CH2:43]1)[C:15]([N:17]1[C@H:22]([C:23](=[O:35])[NH:24][C@H:25]2[C:34]3[C:29](=[CH:30][CH:31]=[CH:32][CH:33]=3)[O:28][CH2:27][CH2:26]2)[CH2:21][N:20]2[CH2:36][C@H:37]([O:39][CH2:40][CH3:41])[CH2:38][C@@H:19]2[CH2:18]1)=[O:16])[CH2:10][CH3:11])C)(C)(C)C. (3) Given the product [Cl:1][C:2]1[N:6]2[N:7]=[C:8]([NH:11][C:12](=[O:17])[C:13]([CH3:16])([CH3:15])[CH3:14])[CH:9]=[CH:10][C:5]2=[N:4][N:3]=1, predict the reactants needed to synthesize it. The reactants are: [Cl:1][C:2]1[N:6]2[N:7]=[C:8]([NH2:11])[CH:9]=[CH:10][C:5]2=[N:4][N:3]=1.[C:12](Cl)(=[O:17])[C:13]([CH3:16])([CH3:15])[CH3:14]. (4) Given the product [CH3:1][O:2][C:3]1[CH:4]=[CH:5][C:6]([C:9]2[N:10]=[C:11]([C:14]3[CH:15]=[C:16]([CH:21]=[CH:22][CH:23]=3)[C:17]([OH:19])=[O:18])[NH:12][N:13]=2)=[CH:7][CH:8]=1, predict the reactants needed to synthesize it. The reactants are: [CH3:1][O:2][C:3]1[CH:8]=[CH:7][C:6]([C:9]2[N:10]=[C:11]([C:14]3[CH:15]=[C:16]([CH:21]=[CH:22][CH:23]=3)[C:17]([O:19]C)=[O:18])[NH:12][N:13]=2)=[CH:5][CH:4]=1.[OH-].[Na+].